From a dataset of Tyrosyl-DNA phosphodiesterase HTS with 341,365 compounds. Binary Classification. Given a drug SMILES string, predict its activity (active/inactive) in a high-throughput screening assay against a specified biological target. (1) The molecule is O(C1CCCN(C1)CC)C(=O)C(c1ccccc1)c1ccccc1. The result is 0 (inactive). (2) The molecule is O=C(NC(C12CC3CC(C2)CC(C1)C3)CC)CCc1oc(nn1)c1noc(c1)C. The result is 0 (inactive). (3) The drug is Clc1ncccc1NC(=O)COC(=O)c1c(F)cccc1. The result is 0 (inactive). (4) The result is 0 (inactive). The molecule is O(C(C)(C)C)C(=O)NCc1ccc(CNC(=O)c2[nH]cnc2C(=O)NC(C)C(OCc2ccccc2)=O)cc1. (5) The drug is S(=O)(=O)(N1CCC(CC1)C(=O)N1CC(N(CC1)c1cc(ccc1)C)C)c1c2nsnc2ccc1. The result is 0 (inactive). (6) The drug is o1c(C(N(C)C)CNC(=O)CCCc2c3c([nH]c2)cccc3)ccc1. The result is 0 (inactive). (7) The drug is s1c2CCCc2cc1C(OCC(=O)Nc1ccc(F)cc1)=O. The result is 1 (active). (8) The molecule is o1c2c(C(N(C2=O)c2ncccc2)c2cc(OCC=C)ccc2)c(=O)c2c1cccc2. The result is 0 (inactive).